This data is from Full USPTO retrosynthesis dataset with 1.9M reactions from patents (1976-2016). The task is: Predict the reactants needed to synthesize the given product. (1) Given the product [Cl:22][CH2:2][C:3]1[CH:8]=[CH:7][C:6]([CH2:9][CH2:10][CH2:11][C:12]2[N:13]=[C:14]([NH:17][C:18](=[O:20])[CH3:19])[S:15][CH:16]=2)=[CH:5][CH:4]=1, predict the reactants needed to synthesize it. The reactants are: O[CH2:2][C:3]1[CH:8]=[CH:7][C:6]([CH2:9][CH2:10][CH2:11][C:12]2[N:13]=[C:14]([NH:17][C:18](=[O:20])[CH3:19])[S:15][CH:16]=2)=[CH:5][CH:4]=1.C(Cl)[Cl:22].CN(C=O)C.CS(Cl)(=O)=O. (2) Given the product [C:17]([C:5]1[CH:6]=[CH:7][C:2]([CH3:1])=[C:3]([CH2:8][NH:9][C:10](=[O:12])[CH3:11])[CH:4]=1)(=[O:19])[CH3:18], predict the reactants needed to synthesize it. The reactants are: [CH3:1][C:2]1[CH:7]=[CH:6][CH:5]=[CH:4][C:3]=1[CH2:8][NH:9][C:10](=[O:12])[CH3:11].[Cl-].[Cl-].[Cl-].[Al+3].[C:17](Cl)(=[O:19])[CH3:18]. (3) Given the product [F:28][C:22]1[CH:23]=[CH:24][CH:25]=[C:26]([F:27])[C:21]=1[C:12]1[N:11]=[N:10][C:9]2[C@:8]3([C:6]4[O:29][C:34]([CH3:40])=[N:5][N:4]=4)[C:18]([CH3:20])([CH3:19])[C@H:15]([C:14]=2[CH:13]=1)[CH2:16][CH2:17]3, predict the reactants needed to synthesize it. The reactants are: C([N:4]([C:6]([C@@:8]12[C:18]([CH3:20])([CH3:19])[C@@H:15]([CH2:16][CH2:17]1)[C:14]1[CH:13]=[C:12]([C:21]3[C:26]([F:27])=[CH:25][CH:24]=[CH:23][C:22]=3[F:28])[N:11]=[N:10][C:9]2=1)=O)[NH2:5])(=O)C.[O:29]=P(Cl)(Cl)Cl.[C:34]1([CH3:40])C=CC=CC=1. (4) The reactants are: [NH:1]1[CH2:6][CH2:5][CH:4]([NH:7][C:8](=[O:14])[O:9][C:10]([CH3:13])([CH3:12])[CH3:11])[CH2:3][CH2:2]1.C(O[BH-](O[C:25](=O)[CH3:26])OC(=O)C)(=O)C.[Na+].[C:29](O)(=O)[CH3:30].C(=O)(O)[O-].[Na+].O1C[CH2:41][CH2:40][CH2:39]1. Given the product [C:25]1([CH2:26][N:1]2[CH2:2][CH2:3][CH:4]([NH:7][C:8](=[O:14])[O:9][C:10]([CH3:11])([CH3:13])[CH3:12])[CH2:5][CH2:6]2)[CH2:30][CH2:29][CH2:41][CH2:40][CH:39]=1, predict the reactants needed to synthesize it. (5) Given the product [F:11][C:6]1[CH:7]=[CH:8][CH:9]=[CH:10][C:5]=1[C:3](=[O:4])[CH2:2][S:12][C:13]#[N:14], predict the reactants needed to synthesize it. The reactants are: Br[CH2:2][C:3]([C:5]1[CH:10]=[CH:9][CH:8]=[CH:7][C:6]=1[F:11])=[O:4].[S-:12][C:13]#[N:14].[K+].O.